From a dataset of Full USPTO retrosynthesis dataset with 1.9M reactions from patents (1976-2016). Predict the reactants needed to synthesize the given product. (1) Given the product [CH3:15][C:16]1[CH:21]=[CH:20][C:19]([CH2:22][NH:23][C:12]([C:10]2[S:11][C:7]([C:4]3[CH:3]=[CH:2][N:1]=[CH:6][CH:5]=3)=[CH:8][CH:9]=2)=[O:14])=[CH:18][CH:17]=1, predict the reactants needed to synthesize it. The reactants are: [N:1]1[CH:6]=[CH:5][C:4]([C:7]2[S:11][C:10]([C:12]([OH:14])=O)=[CH:9][CH:8]=2)=[CH:3][CH:2]=1.[CH3:15][C:16]1[CH:21]=[CH:20][C:19]([CH2:22][NH2:23])=[CH:18][CH:17]=1. (2) Given the product [F:1][C:2]1[CH:3]=[C:4]([CH:14]=[CH:15][CH:16]=1)[CH2:5][CH:6]1[CH:11]2[CH2:12][CH2:13][N:8]([CH2:9][CH2:10]2)[CH2:7]1, predict the reactants needed to synthesize it. The reactants are: [F:1][C:2]1[CH:3]=[C:4]([CH:14]=[CH:15][CH:16]=1)[CH:5]=[C:6]1[CH:11]2[CH2:12][CH2:13][N:8]([CH2:9][CH2:10]2)[CH2:7]1. (3) Given the product [C:1]1([C:40]2[CH:45]=[CH:44][CH:43]=[CH:42][CH:41]=2)[CH:2]=[CH:3][C:4]([CH2:7][N:8]2[C:12]3[CH:13]=[C:14]([F:27])[C:15]([C:18]4[CH:19]=[C:20]5[C:24](=[CH:25][CH:26]=4)[N:23]([CH:46]4[CH2:48][CH2:47]4)[CH:22]=[CH:21]5)=[C:16]([F:17])[C:11]=3[N:10]=[C:9]2[O:28][CH:29]2[CH2:34][CH2:33][CH:32]([C:35]([O:37][CH2:38][CH3:39])=[O:36])[CH2:31][CH2:30]2)=[CH:5][CH:6]=1, predict the reactants needed to synthesize it. The reactants are: [C:1]1([C:40]2[CH:45]=[CH:44][CH:43]=[CH:42][CH:41]=2)[CH:6]=[CH:5][C:4]([CH2:7][N:8]2[C:12]3[CH:13]=[C:14]([F:27])[C:15]([C:18]4[CH:19]=[C:20]5[C:24](=[CH:25][CH:26]=4)[NH:23][CH:22]=[CH:21]5)=[C:16]([F:17])[C:11]=3[N:10]=[C:9]2[O:28][CH:29]2[CH2:34][CH2:33][CH:32]([C:35]([O:37][CH2:38][CH3:39])=[O:36])[CH2:31][CH2:30]2)=[CH:3][CH:2]=1.[CH:46]1(B(O)O)[CH2:48][CH2:47]1.C[Si]([N-][Si](C)(C)C)(C)C.[Na+].Cl.